This data is from Forward reaction prediction with 1.9M reactions from USPTO patents (1976-2016). The task is: Predict the product of the given reaction. (1) Given the reactants BrCC1C=C(C2OC=CC=2)N(C)N=1.[C:14]1([C:20]2[O:24][N:23]=[C:22]([CH2:25]P(=O)(OCC)OCC)[N:21]=2)[CH:19]=[CH:18][CH:17]=[CH:16][CH:15]=1.[C:34]([O:38][C:39]([N:41]1[CH2:45][CH2:44][C:43](=O)[CH2:42]1)=[O:40])([CH3:37])([CH3:36])[CH3:35], predict the reaction product. The product is: [C:34]([O:38][C:39]([N:41]1[CH2:45][CH2:44]/[C:43](=[CH:25]/[C:22]2[N:21]=[C:20]([C:14]3[CH:15]=[CH:16][CH:17]=[CH:18][CH:19]=3)[O:24][N:23]=2)/[CH2:42]1)=[O:40])([CH3:37])([CH3:35])[CH3:36]. (2) The product is: [CH2:7]([P:9]([CH:16]([C:20]1[CH:21]=[CH:22][CH:23]=[CH:24][CH:25]=1)[CH2:17][CH2:18][OH:19])(=[O:15])[O:10][CH2:11][CH2:12][CH2:13][CH3:14])[CH3:8]. Given the reactants [H-].[Al+3].[Li+].[H-].[H-].[H-].[CH2:7]([P:9]([CH:16]([C:20]1[CH:25]=[CH:24][CH:23]=[CH:22][CH:21]=1)[CH2:17][CH:18]=[O:19])(=[O:15])[O:10][CH2:11][CH2:12][CH2:13][CH3:14])[CH3:8].O, predict the reaction product. (3) Given the reactants [Cl:1][C:2]1[CH:7]=[CH:6][C:5]([C:8](=[NH:20])[NH:9][C:10]2[CH:15]=[CH:14][C:13]([S:16]([CH3:19])(=[O:18])=[O:17])=[CH:12][CH:11]=2)=[CH:4][CH:3]=1.C(=O)(O)[O-].[Na+].Br[CH2:27][C:28](=O)[C:29]([O:31][CH2:32][CH3:33])=[O:30], predict the reaction product. The product is: [Cl:1][C:2]1[CH:3]=[CH:4][C:5]([C:8]2[N:9]([C:10]3[CH:15]=[CH:14][C:13]([S:16]([CH3:19])(=[O:17])=[O:18])=[CH:12][CH:11]=3)[CH:27]=[C:28]([C:29]([O:31][CH2:32][CH3:33])=[O:30])[N:20]=2)=[CH:6][CH:7]=1. (4) Given the reactants [CH2:1]([O:8][C:9]1[CH:10]=[CH:11][C:12]([OH:18])=[C:13]([C:15](=[O:17])[CH3:16])[CH:14]=1)[C:2]1[CH:7]=[CH:6][CH:5]=[CH:4][CH:3]=1.[H-].[Na+].CC1C=CC(S(O[CH2:32][C@H:33]2[CH2:35][O:34]2)(=O)=O)=CC=1, predict the reaction product. The product is: [CH2:1]([O:8][C:9]1[CH:10]=[CH:11][C:12]([O:18][CH2:32][C@H:33]2[CH2:35][O:34]2)=[C:13]([C:15](=[O:17])[CH3:16])[CH:14]=1)[C:2]1[CH:3]=[CH:4][CH:5]=[CH:6][CH:7]=1. (5) Given the reactants [F:1][C:2]1[N:10]=[C:9]2[C:5]([NH:6][CH:7]=[N:8]2)=[C:4]([NH2:11])[N:3]=1.CN(C)C=O.[CH:17]1(N2C(=O)C=CNC2=O)[O:25][CH2:24][C@@H:22]([OH:23])[C@@H:20]([OH:21])[C@@H:18]1[OH:19], predict the reaction product. The product is: [CH:7]1[N:8]([C@@H:24]2[O:25][C@H:17]([CH2:18][OH:19])[C@@H:20]([OH:21])[C@@H:22]2[OH:23])[C:9]2[C:5](=[C:4]([NH2:11])[N:3]=[C:2]([F:1])[N:10]=2)[N:6]=1. (6) Given the reactants [CH3:1][O:2][C:3]1[CH:41]=[C:40]([O:42][CH3:43])[CH:39]=[CH:38][C:4]=1[CH2:5][NH:6][C:7]1[N:16]2[N:17]=[C:18]([CH:20]3[CH2:25][CH2:24][CH2:23][N:22](C(OC(C)(C)C)=O)[CH2:21]3)[N:19]=[C:15]2[C:14]2[C:9](=[C:10]3[O:35][C:34]([F:37])([F:36])[O:33][C:11]3=[CH:12][CH:13]=2)[N:8]=1.FC(F)(F)C(O)=O, predict the reaction product. The product is: [CH3:1][O:2][C:3]1[CH:41]=[C:40]([O:42][CH3:43])[CH:39]=[CH:38][C:4]=1[CH2:5][NH:6][C:7]1[N:16]2[N:17]=[C:18]([CH:20]3[CH2:25][CH2:24][CH2:23][NH:22][CH2:21]3)[N:19]=[C:15]2[C:14]2[C:9](=[C:10]3[O:35][C:34]([F:36])([F:37])[O:33][C:11]3=[CH:12][CH:13]=2)[N:8]=1. (7) Given the reactants [OH-].[Na+].[N:3]1[CH:8]=[CH:7][CH:6]=[C:5]([C@@H:9]2[CH2:11][C@H:10]2[C:12]([O:14]CC)=[O:13])[CH:4]=1, predict the reaction product. The product is: [N:3]1[CH:8]=[CH:7][CH:6]=[C:5]([C@@H:9]2[CH2:11][C@H:10]2[C:12]([OH:14])=[O:13])[CH:4]=1. (8) Given the reactants Cl[C:2]1[N:3]=[C:4]2[CH:9]=[CH:8][CH:7]=[CH:6][N:5]2[C:10]=1[C:11]1[N:16]=[C:15]([CH3:17])[N:14]=[C:13]([N:18]([CH2:28][C:29]2[CH:34]=[CH:33][C:32]([O:35][CH3:36])=[CH:31][CH:30]=2)[CH2:19][C:20]2[CH:25]=[CH:24][C:23]([O:26][CH3:27])=[CH:22][CH:21]=2)[N:12]=1.CC(C)([O-])C.[Na+].[F:43][C:44]1[CH:45]=[C:46]([NH2:52])[CH:47]=[N:48][C:49]=1[O:50][CH3:51], predict the reaction product. The product is: [CH3:27][O:26][C:23]1[CH:24]=[CH:25][C:20]([CH2:19][N:18]([CH2:28][C:29]2[CH:34]=[CH:33][C:32]([O:35][CH3:36])=[CH:31][CH:30]=2)[C:13]2[N:14]=[C:15]([CH3:17])[N:16]=[C:11]([C:10]3[N:5]4[CH:6]=[CH:7][CH:8]=[CH:9][C:4]4=[N:3][C:2]=3[NH:52][C:46]3[CH:47]=[N:48][C:49]([O:50][CH3:51])=[C:44]([F:43])[CH:45]=3)[N:12]=2)=[CH:21][CH:22]=1.